Dataset: Full USPTO retrosynthesis dataset with 1.9M reactions from patents (1976-2016). Task: Predict the reactants needed to synthesize the given product. (1) Given the product [Cl:8][C:9]1[CH:14]=[CH:13][CH:12]=[CH:11][C:10]=1[C:15]1[CH:20]=[CH:19][CH:18]=[CH:17][C:16]=1[CH2:21][C:22]([NH:24][C:5](=[O:7])[CH3:6])=[NH:23], predict the reactants needed to synthesize it. The reactants are: C(O[C:5](=[O:7])[CH3:6])(=O)C.[Cl:8][C:9]1[CH:14]=[CH:13][CH:12]=[CH:11][C:10]=1[C:15]1[CH:20]=[CH:19][CH:18]=[CH:17][C:16]=1[CH2:21][C:22]([NH:24]O)=[NH:23]. (2) Given the product [Cl:1][C:2]1[CH:3]=[CH:4][C:5]2[N:29]3[C:30]([C:33]#[N:37])=[CH:31][CH:32]=[C:28]3[C:8]3([CH2:9][CH2:10][N:11]([C:14](=[O:27])[C:15]4[CH:20]=[CH:19][C:18]([C:21]([F:24])([F:23])[F:22])=[C:17]([O:25][CH3:26])[CH:16]=4)[CH2:12][CH2:13]3)[O:7][C:6]=2[CH:35]=1, predict the reactants needed to synthesize it. The reactants are: [Cl:1][C:2]1[CH:3]=[CH:4][C:5]2[N:29]3[C:30]([CH:33]=O)=[CH:31][CH:32]=[C:28]3[C:8]3([CH2:13][CH2:12][N:11]([C:14](=[O:27])[C:15]4[CH:20]=[CH:19][C:18]([C:21]([F:24])([F:23])[F:22])=[C:17]([O:25][CH3:26])[CH:16]=4)[CH2:10][CH2:9]3)[O:7][C:6]=2[CH:35]=1.Cl.[NH2:37]O.C([O-])(=O)C.[Na+].CC(OC(C)=O)=O.C([O-])(O)=O.[Na+]. (3) Given the product [CH2:1]([NH:3][C:4]1[C:9]2[C:10]([C:24]3[CH:29]=[CH:28][CH:27]=[CH:26][N:25]=3)=[N:11][NH:12][C:8]=2[CH:7]=[CH:6][N:5]=1)[CH3:2], predict the reactants needed to synthesize it. The reactants are: [CH2:1]([NH:3][C:4]1[C:9]2[C:10](I)=[N:11][N:12](CC3C=CC(OC)=CC=3)[C:8]=2[CH:7]=[CH:6][N:5]=1)[CH3:2].Cl[C:24]1[C:29]2C(I)=NN(CC3C=CC(OC)=CC=3)[C:28]=2[CH:27]=[CH:26][N:25]=1.C(N)C. (4) Given the product [CH:20]([Si:13]([CH:14]([CH3:16])[CH3:15])([CH:17]([CH3:19])[CH3:18])[O:12][C@H:11]1[C@H:6]([O:5][Si:4]([CH:1]([CH3:2])[CH3:3])([CH:47]([CH3:49])[CH3:48])[CH:44]([CH3:45])[CH3:46])[C@@H:7]([CH2:32][O:33][Si:34]([CH:41]([CH3:43])[CH3:42])([CH:35]([CH3:37])[CH3:36])[CH:38]([CH3:39])[CH3:40])[O:8][C@@H:9]([C:23]2[CH:28]=[CH:27][N:26]=[CH:25][C:24]=2[NH2:29])[CH2:10]1)([CH3:21])[CH3:22], predict the reactants needed to synthesize it. The reactants are: [CH:1]([Si:4]([CH:47]([CH3:49])[CH3:48])([CH:44]([CH3:46])[CH3:45])[O:5][C@H:6]1[C@H:11]([O:12][Si:13]([CH:20]([CH3:22])[CH3:21])([CH:17]([CH3:19])[CH3:18])[CH:14]([CH3:16])[CH3:15])[CH:10]=[C:9]([C:23]2[CH:28]=[CH:27][N:26]=[CH:25][C:24]=2[N+:29]([O-])=O)[O:8][C@@H:7]1[CH2:32][O:33][Si:34]([CH:41]([CH3:43])[CH3:42])([CH:38]([CH3:40])[CH3:39])[CH:35]([CH3:37])[CH3:36])([CH3:3])[CH3:2].